From a dataset of Full USPTO retrosynthesis dataset with 1.9M reactions from patents (1976-2016). Predict the reactants needed to synthesize the given product. (1) Given the product [CH3:27][C:28]1[C:32]([C:2]2[CH:3]=[C:4]([C:20]([O:22][C:23]([CH3:25])([CH3:24])[CH3:26])=[O:21])[C:5]3[C:6]4[CH:7]=[C:8]([C:15]([O:17][CH2:18][CH3:19])=[O:16])[CH:9]=[CH:10][C:11]=4[NH:12][C:13]=3[CH:14]=2)=[C:31]([CH3:42])[O:30][N:29]=1, predict the reactants needed to synthesize it. The reactants are: Br[C:2]1[CH:3]=[C:4]([C:20]([O:22][C:23]([CH3:26])([CH3:25])[CH3:24])=[O:21])[C:5]2[C:6]3[CH:7]=[C:8]([C:15]([O:17][CH2:18][CH3:19])=[O:16])[CH:9]=[CH:10][C:11]=3[NH:12][C:13]=2[CH:14]=1.[CH3:27][C:28]1[C:32](B2OC(C)(C)C(C)(C)O2)=[C:31]([CH3:42])[O:30][N:29]=1.P([O-])([O-])([O-])=O.[K+].[K+].[K+]. (2) Given the product [CH2:34]([N:21]([CH2:19][CH3:20])[C:22]([C:23]1[CH:28]=[CH:27][C:26]([C:11](=[C:2]2[CH:3]=[CH:4][C:5]3[C:10](=[CH:9][CH:8]=[CH:7][CH:6]=3)[NH:1]2)[C:12]([O:14][CH2:15][CH3:16])=[O:13])=[C:25]([N+:30]([O-:32])=[O:31])[CH:24]=1)=[O:33])[CH3:35], predict the reactants needed to synthesize it. The reactants are: [N:1]1[C:10]2[C:5](=[CH:6][CH:7]=[CH:8][CH:9]=2)[CH:4]=[CH:3][C:2]=1[CH2:11][C:12]([O:14][CH2:15][CH3:16])=[O:13].[H-].[Na+].[CH2:19]([N:21]([CH2:34][CH3:35])[C:22](=[O:33])[C:23]1[CH:28]=[CH:27][C:26](F)=[C:25]([N+:30]([O-:32])=[O:31])[CH:24]=1)[CH3:20]. (3) Given the product [CH3:1][O:2][C:3]([C:5]1([N:13]([C:15](=[O:27])[CH2:16][C:17]2[C:22]([CH:23]=[CH2:24])=[CH:21][C:20]([CH3:25])=[CH:19][C:18]=2[CH3:26])[O:14][CH:29]2[CH2:30][CH2:31][CH2:32][O:28]2)[CH2:6][CH2:7][N:8]([O:11][CH3:12])[CH2:9][CH2:10]1)=[O:4], predict the reactants needed to synthesize it. The reactants are: [CH3:1][O:2][C:3]([C:5]1([N:13]([C:15](=[O:27])[CH2:16][C:17]2[C:22]([CH:23]=[CH2:24])=[CH:21][C:20]([CH3:25])=[CH:19][C:18]=2[CH3:26])[OH:14])[CH2:10][CH2:9][N:8]([O:11][CH3:12])[CH2:7][CH2:6]1)=[O:4].[O:28]1[CH:32]=[CH:31][CH2:30][CH2:29]1.O.C1(C)C=CC(S(O)(=O)=O)=CC=1. (4) Given the product [CH3:24][O:23][C:16]1[CH:15]=[C:14]([O:25][CH3:26])[C:13]([CH2:11][CH2:10][CH2:9][CH2:8][CH2:7][CH2:6][CH2:5][CH2:4][CH2:3][CH2:2][CH3:1])=[CH:22][C:17]=1[C:18]([O:20][CH3:21])=[O:19], predict the reactants needed to synthesize it. The reactants are: [CH2:1]=[CH:2][CH2:3][CH2:4][CH2:5][CH2:6][CH2:7][CH2:8][CH2:9][CH2:10][CH3:11].Br[C:13]1[C:14]([O:25][CH3:26])=[CH:15][C:16]([O:23][CH3:24])=[C:17]([CH:22]=1)[C:18]([O:20][CH3:21])=[O:19]. (5) The reactants are: O[N:2]=[C:3]([C:7]1[CH:12]=[CH:11][C:10]([N:13]2[CH:17]=[CH:16][CH:15]=[N:14]2)=[CH:9][CH:8]=1)[CH2:4][O:5][CH3:6]. Given the product [CH3:6][O:5][CH2:4][CH:3]([C:7]1[CH:8]=[CH:9][C:10]([N:13]2[CH:17]=[CH:16][CH:15]=[N:14]2)=[CH:11][CH:12]=1)[NH2:2], predict the reactants needed to synthesize it. (6) Given the product [CH2:35]([NH:39][C:40]1[N:45]=[C:44]([C:46]2[C:47]([C:56]3[CH:61]=[CH:60][C:59]([F:62])=[CH:58][CH:57]=3)=[N:48][N:49]3[C:54]([CH2:8][CH2:9][CH2:2][CH2:3][CH2:4][CH2:5][CH2:6][CH3:7])=[CH:53][CH:52]=[CH:51][C:50]=23)[CH:43]=[CH:42][N:41]=1)[CH2:36][CH2:37][CH3:38], predict the reactants needed to synthesize it. The reactants are: B1(B2[CH:6]3[CH2:7][CH2:8][CH2:9][CH:2]2[CH2:3][CH2:4][CH2:5]3)[CH:6]2[CH2:7][CH2:8][CH2:9][CH:2]1[CH2:3][CH2:4][CH2:5]2.C=CCCCCCC.P([O-])([O-])([O-])=O.[K+].[K+].[K+].[CH2:35]([NH:39][C:40]1[N:45]=[C:44]([C:46]2[C:47]([C:56]3[CH:61]=[CH:60][C:59]([F:62])=[CH:58][CH:57]=3)=[N:48][N:49]3[C:54](Cl)=[CH:53][CH:52]=[CH:51][C:50]=23)[CH:43]=[CH:42][N:41]=1)[CH2:36][CH2:37][CH3:38].B.